Task: Binary Classification. Given a drug SMILES string, predict its activity (active/inactive) in a high-throughput screening assay against a specified biological target.. Dataset: M1 muscarinic receptor antagonist screen with 61,756 compounds The drug is Clc1ccc(c2oc(SCc3onc(n3)c3ccccc3)nn2)cc1. The result is 0 (inactive).